Dataset: Full USPTO retrosynthesis dataset with 1.9M reactions from patents (1976-2016). Task: Predict the reactants needed to synthesize the given product. (1) The reactants are: [C:1]([C:3]1[CH:4]=[N:5][N:6]2[C:11]([C:12]([F:15])([F:14])[F:13])=[CH:10][C:9]([C:16]3[CH:21]=[CH:20][C:19]([C:22]([F:25])([F:24])[F:23])=[CH:18][CH:17]=3)=[N:8][C:7]=12)#[CH:2].[N:26]1[CH:31]=[CH:30][CH:29]=[C:28]([CH2:32][NH:33][S:34]([C:37]2[S:38][C:39](Br)=[CH:40][CH:41]=2)(=[O:36])=[O:35])[CH:27]=1.C(O)(C(F)(F)F)=O. Given the product [N:26]1[CH:31]=[CH:30][CH:29]=[C:28]([CH2:32][NH:33][S:34]([C:37]2[S:38][C:39]([C:2]#[C:1][C:3]3[CH:4]=[N:5][N:6]4[C:11]([C:12]([F:14])([F:13])[F:15])=[CH:10][C:9]([C:16]5[CH:21]=[CH:20][C:19]([C:22]([F:25])([F:24])[F:23])=[CH:18][CH:17]=5)=[N:8][C:7]=34)=[CH:40][CH:41]=2)(=[O:36])=[O:35])[CH:27]=1, predict the reactants needed to synthesize it. (2) Given the product [NH2:19][CH2:18][CH2:17][CH2:16][CH2:15][N:14]1[C:10]2[C:9]3[CH:8]=[CH:7][C:6]([C:30]4[CH:31]=[N:32][CH:33]=[CH:34][CH:35]=4)=[CH:5][C:4]=3[N:3]=[C:2]([NH2:1])[C:11]=2[N:12]=[C:13]1[CH2:27][CH2:28][CH3:29], predict the reactants needed to synthesize it. The reactants are: [NH2:1][C:2]1[C:11]2[N:12]=[C:13]([CH2:27][CH2:28][CH3:29])[N:14]([CH2:15][CH2:16][CH2:17][CH2:18][NH:19]C(=O)OC(C)(C)C)[C:10]=2[C:9]2[CH:8]=[CH:7][C:6]([C:30]3[CH:31]=[N:32][CH:33]=[CH:34][CH:35]=3)=[CH:5][C:4]=2[N:3]=1.[OH-].[Na+].C(=O)(O)[O-].[Na+].C(=O)([O-])[O-].[Na+].[Na+].[Cl-].[Na+]. (3) Given the product [C:15]([O:7][CH2:1][C:2]1[O:6][CH:5]=[CH:4][CH:3]=1)(=[O:19])[CH:16]([CH3:18])[CH3:17], predict the reactants needed to synthesize it. The reactants are: [CH2:1]([OH:7])[C:2]1[O:6][CH:5]=[CH:4][CH:3]=1.C(N(CC)CC)C.[C:15](Cl)(=[O:19])[CH:16]([CH3:18])[CH3:17].